This data is from Peptide-MHC class I binding affinity with 185,985 pairs from IEDB/IMGT. The task is: Regression. Given a peptide amino acid sequence and an MHC pseudo amino acid sequence, predict their binding affinity value. This is MHC class I binding data. (1) The peptide sequence is VTDTNKFAHY. The MHC is HLA-A02:01 with pseudo-sequence HLA-A02:01. The binding affinity (normalized) is 0. (2) The peptide sequence is MYQYIFLSF. The MHC is HLA-B58:01 with pseudo-sequence HLA-B58:01. The binding affinity (normalized) is 0.0847. (3) The peptide sequence is IVKYKQYLK. The MHC is HLA-A01:01 with pseudo-sequence HLA-A01:01. The binding affinity (normalized) is 0.0847. (4) The peptide sequence is TLDTMDDMK. The MHC is HLA-A33:01 with pseudo-sequence HLA-A33:01. The binding affinity (normalized) is 0. (5) The peptide sequence is AHGWSTFYL. The MHC is HLA-A01:01 with pseudo-sequence HLA-A01:01. The binding affinity (normalized) is 0.256.